Dataset: Reaction yield outcomes from USPTO patents with 853,638 reactions. Task: Predict the reaction yield, written as a fraction of the theoretical maximum amount of product (1.0 means a 100% yield; for example, 0.34 means a 34% yield). The reactants are [N+:1]([C:4]1[CH:5]=[C:6]2[C:11](=[CH:12][CH:13]=1)[N:10]=[CH:9][CH:8]=[N:7]2)([O-])=O.O.NN. The catalyst is CO.[Ni]. The product is [N:10]1[C:11]2[C:6](=[CH:5][C:4]([NH2:1])=[CH:13][CH:12]=2)[N:7]=[CH:8][CH:9]=1. The yield is 0.990.